This data is from Reaction yield outcomes from USPTO patents with 853,638 reactions. The task is: Predict the reaction yield, written as a fraction of the theoretical maximum amount of product (1.0 means a 100% yield; for example, 0.34 means a 34% yield). (1) The reactants are [CH2:1]([N:3]([CH:46]1[CH2:51][CH2:50][O:49][CH2:48][CH2:47]1)[C:4]1[CH:5]=[C:6]([C:26]2[CH:27]=[CH:28][C:29]([N:32]3[CH2:37][CH2:36][CH:35]([NH:38]C(=O)OC(C)(C)C)[CH2:34][CH2:33]3)=[N:30][CH:31]=2)[CH:7]=[C:8]([C:11](=[O:25])[NH:12][CH2:13][C:14]2[C:15](=[O:24])[NH:16][C:17]([CH3:23])=[CH:18][C:19]=2[CH2:20][CH2:21][CH3:22])[C:9]=1[CH3:10])[CH3:2].C(O)(C(F)(F)F)=O. The catalyst is C(Cl)Cl. The product is [NH2:38][CH:35]1[CH2:34][CH2:33][N:32]([C:29]2[N:30]=[CH:31][C:26]([C:6]3[CH:5]=[C:4]([N:3]([CH2:1][CH3:2])[CH:46]4[CH2:47][CH2:48][O:49][CH2:50][CH2:51]4)[C:9]([CH3:10])=[C:8]([CH:7]=3)[C:11]([NH:12][CH2:13][C:14]3[C:15](=[O:24])[NH:16][C:17]([CH3:23])=[CH:18][C:19]=3[CH2:20][CH2:21][CH3:22])=[O:25])=[CH:27][CH:28]=2)[CH2:37][CH2:36]1. The yield is 0.921. (2) The reactants are C1C=C(Cl)C=C(C(OO)=[O:9])C=1.[N:12]1[CH:17]=[CH:16][CH:15]=[C:14]2[CH2:18][CH2:19][CH2:20][C:13]=12. The catalyst is C(Cl)Cl. The product is [N+:12]1([O-:9])[CH:17]=[CH:16][CH:15]=[C:14]2[CH2:18][CH2:19][CH2:20][C:13]=12. The yield is 0.790.